This data is from Catalyst prediction with 721,799 reactions and 888 catalyst types from USPTO. The task is: Predict which catalyst facilitates the given reaction. (1) Reactant: N.C1(C)C=CC(S(O)(=O)=O)=CC=1.[NH2:13][CH:14]([C:17]#[N:18])[C:15]#[N:16].C(OC)(OC)(OC)C.[CH:27]([N:30](CC)[CH:31](C)C)(C)[CH3:28].Cl.CN. Product: [NH2:16][C:15]1[N:30]([CH3:31])[C:27]([CH3:28])=[N:13][C:14]=1[C:17]#[N:18]. The catalyst class is: 10. (2) Reactant: Br[C:2]1[CH:3]=[N:4][CH:5]=[N:6][CH:7]=1.[CH3:8][O:9][C:10]1[CH:15]=[CH:14][CH:13]=[CH:12][C:11]=1B(O)O.C(=O)([O-])[O-].[Na+].[Na+]. Product: [N:4]1[CH:3]=[C:2]([C:11]2[CH:12]=[CH:13][CH:14]=[CH:15][C:10]=2[O:9][CH3:8])[CH:7]=[N:6][CH:5]=1. The catalyst class is: 29. (3) Reactant: Br[C:2]1[C:3]([C:27]2[CH:32]=[CH:31][N:30]=[CH:29][CH:28]=2)=[C:4]([C:17]2[CH:22]=[CH:21][CH:20]=[C:19]([C:23]([F:26])([F:25])[F:24])[CH:18]=2)[N:5]([Si](C(C)C)(C(C)C)C(C)C)[CH:6]=1.[C:33]1([C@H:39]2[CH2:47][N:46]3[C@H:41]([CH2:42][C:43](=O)[CH2:44][CH2:45]3)[CH2:40]2)[CH:38]=[CH:37][CH:36]=[CH:35][CH:34]=1.ClCCl. The catalyst class is: 5. Product: [C:33]1([C@H:39]2[CH2:47][N:46]3[C@H:41]([CH:42]=[C:43]([C:2]4[C:3]([C:27]5[CH:32]=[CH:31][N:30]=[CH:29][CH:28]=5)=[C:4]([C:17]5[CH:22]=[CH:21][CH:20]=[C:19]([C:23]([F:26])([F:25])[F:24])[CH:18]=5)[NH:5][CH:6]=4)[CH2:44][CH2:45]3)[CH2:40]2)[CH:34]=[CH:35][CH:36]=[CH:37][CH:38]=1. (4) Reactant: [F:1][C:2]([F:33])([F:32])[C:3]1[CH:4]=[C:5]([C@H:13]([O:15][C@H:16]2[O:24][CH2:23][C@@H:19]3[CH2:20][NH:21][CH2:22][C@H:18]3[C@@H:17]2[C:25]2[CH:30]=[CH:29][C:28]([F:31])=[CH:27][CH:26]=2)[CH3:14])[CH:6]=[C:7]([C:9]([F:12])([F:11])[F:10])[CH:8]=1.[C:34]1(=O)[CH2:38][CH2:37][C:36](=[O:39])[CH2:35]1.CC1C=CC(S(O)(=O)=O)=CC=1.C1(C)C=CC=CC=1. Product: [F:33][C:2]([F:1])([F:32])[C:3]1[CH:4]=[C:5]([C@H:13]([O:15][C@H:16]2[O:24][CH2:23][C@@H:19]3[CH2:20][N:21]([C:34]4[CH2:38][CH2:37][C:36](=[O:39])[CH:35]=4)[CH2:22][C@H:18]3[C@@H:17]2[C:25]2[CH:26]=[CH:27][C:28]([F:31])=[CH:29][CH:30]=2)[CH3:14])[CH:6]=[C:7]([C:9]([F:12])([F:10])[F:11])[CH:8]=1. The catalyst class is: 25. (5) Reactant: [CH3:1][S:2][C:3]1[N:8]=[C:7]2[NH:9][N:10]=[C:11](O)[C:6]2=[CH:5][N:4]=1.P(Br)(Br)([Br:15])=O.[OH-].[NH4+]. Product: [Br:15][C:11]1[C:6]2[C:7](=[N:8][C:3]([S:2][CH3:1])=[N:4][CH:5]=2)[NH:9][N:10]=1. The catalyst class is: 10.